Dataset: Full USPTO retrosynthesis dataset with 1.9M reactions from patents (1976-2016). Task: Predict the reactants needed to synthesize the given product. (1) Given the product [OH:1][CH2:2][CH2:3][CH2:4][CH2:5][NH:6][S:7]([C:10]1[CH:15]=[CH:14][C:13]([C:21]2[CH:26]=[CH:25][CH:24]=[CH:23][CH:22]=2)=[CH:12][C:11]=1[C:17]([F:20])([F:19])[F:18])(=[O:9])=[O:8], predict the reactants needed to synthesize it. The reactants are: [OH:1][CH2:2][CH2:3][CH2:4][CH2:5][NH:6][S:7]([C:10]1[CH:15]=[CH:14][C:13](Br)=[CH:12][C:11]=1[C:17]([F:20])([F:19])[F:18])(=[O:9])=[O:8].[C:21]1(B(O)O)[CH:26]=[CH:25][CH:24]=[CH:23][CH:22]=1. (2) Given the product [CH3:12][O:10][C:9](=[O:11])[CH2:8][C:4]1[CH:5]=[CH:6][CH:7]=[C:2]([Br:1])[CH:3]=1, predict the reactants needed to synthesize it. The reactants are: [Br:1][C:2]1[CH:3]=[C:4]([CH2:8][C:9]([OH:11])=[O:10])[CH:5]=[CH:6][CH:7]=1.[CH:12](OC)(OC)OC.